This data is from Full USPTO retrosynthesis dataset with 1.9M reactions from patents (1976-2016). The task is: Predict the reactants needed to synthesize the given product. (1) Given the product [NH2:9][C:10]1[CH:15]=[CH:14][N:13]([CH:16]2[O:20][CH:19]([CH:21]=[CH:22][P:23](=[O:24])([OH:25])[OH:26])[CH:18]([OH:27])[CH:17]2[O:36][CH3:37])[C:12](=[O:38])[N:11]=1, predict the reactants needed to synthesize it. The reactants are: C([NH:9][C:10]1[CH:15]=[CH:14][N:13]([CH:16]2[O:20][CH:19]([CH:21]=[CH:22][P:23]([OH:26])([OH:25])=[O:24])[CH:18]([O:27]C(=O)C3C=CC=CC=3)[CH:17]2[O:36][CH3:37])[C:12](=[O:38])[N:11]=1)(=O)C1C=CC=CC=1. (2) Given the product [Br:33][C:30]1[CH:31]=[CH:32][C:23]([NH:22][C:8](=[O:10])[C:7]2[CH:11]=[CH:12][CH:13]=[C:5]([S:2](=[O:3])(=[O:4])[NH:19][C:18]3[CH:20]=[CH:21][C:15]([Cl:14])=[CH:16][CH:17]=3)[CH:6]=2)=[C:24]([CH:29]=1)[C:25]([OH:27])=[O:26], predict the reactants needed to synthesize it. The reactants are: Cl[S:2]([C:5]1[CH:6]=[C:7]([CH:11]=[CH:12][CH:13]=1)[C:8]([OH:10])=O)(=[O:4])=[O:3].[Cl:14][C:15]1[CH:21]=[CH:20][C:18]([NH2:19])=[CH:17][CH:16]=1.[NH2:22][C:23]1[CH:32]=[CH:31][C:30]([Br:33])=[CH:29][C:24]=1[C:25]([O:27]C)=[O:26]. (3) The reactants are: [Br:1][C:2]1[CH:7]=[CH:6][C:5]([C:8]2[N:13]=[C:12](N3C=NC=N3)[C:11]3=[C:19]([CH3:23])[N:20]=[C:21]([CH3:22])[N:10]3[N:9]=2)=[CH:4][CH:3]=1.[CH3:24][O:25][C:26]1[CH:27]=[C:28]([OH:36])[CH:29]=[C:30]([O:34][CH3:35])[C:31]=1[O:32][CH3:33]. Given the product [Br:1][C:2]1[CH:3]=[CH:4][C:5]([C:8]2[N:13]=[C:12]([O:36][C:28]3[CH:29]=[C:30]([O:34][CH3:35])[C:31]([O:32][CH3:33])=[C:26]([O:25][CH3:24])[CH:27]=3)[C:11]3=[C:19]([CH3:23])[N:20]=[C:21]([CH3:22])[N:10]3[N:9]=2)=[CH:6][CH:7]=1, predict the reactants needed to synthesize it. (4) Given the product [Cl:1][C:2]1[CH:30]=[CH:29][C:5]2[N:6]([CH2:24][CH2:25][CH2:26][CH2:27][F:28])[C:7]([CH2:9][N:10]3[C:14]4[CH:15]=[N:16][CH:17]=[CH:18][C:13]=4[NH:12][C:11]3=[O:23])=[N:8][C:4]=2[CH:3]=1, predict the reactants needed to synthesize it. The reactants are: [Cl:1][C:2]1[CH:30]=[CH:29][C:5]2[N:6]([CH2:24][CH2:25][CH2:26][CH2:27][F:28])[C:7]([CH2:9][N:10]3[C:14]4[CH:15]=[N:16][CH:17]=[CH:18][C:13]=4[N:12](S(C)(=O)=O)[C:11]3=[O:23])=[N:8][C:4]=2[CH:3]=1. (5) Given the product [CH3:15][O:1][C:2]1[CH:3]=[C:4]([NH:8][C:9](=[O:14])[C:10]([CH3:11])([CH3:13])[CH3:12])[CH:5]=[CH:6][CH:7]=1, predict the reactants needed to synthesize it. The reactants are: [OH:1][C:2]1[CH:3]=[C:4]([NH:8][C:9](=[O:14])[C:10]([CH3:13])([CH3:12])[CH3:11])[CH:5]=[CH:6][CH:7]=1.[C:15]([O-])([O-])=O.[K+].[K+].CI.CCOC(C)=O. (6) Given the product [OH:1][CH2:2][CH2:3][O:4][C:5]1([C:13]2[S:14][C:15]([C:18]3[CH:19]=[C:20]([NH:25][C:33]4[N:38]=[C:37]([C:39]([F:40])([F:41])[F:42])[CH:36]=[CH:35][N:34]=4)[CH:21]=[C:22]([CH3:24])[CH:23]=3)=[CH:16][N:17]=2)[CH2:6][CH2:7][NH:8][C:9](=[O:12])[CH2:10][CH2:11]1, predict the reactants needed to synthesize it. The reactants are: [OH:1][CH2:2][CH2:3][O:4][C:5]1([C:13]2[S:14][C:15]([C:18]3[CH:19]=[C:20]([N:25]([C:33]4[N:38]=[C:37]([C:39]([F:42])([F:41])[F:40])[CH:36]=[CH:35][N:34]=4)C(=O)OC(C)(C)C)[CH:21]=[C:22]([CH3:24])[CH:23]=3)=[CH:16][N:17]=2)[CH2:11][CH2:10][C:9](=[O:12])[NH:8][CH2:7][CH2:6]1.C(O)(C(F)(F)F)=O.